From a dataset of Catalyst prediction with 721,799 reactions and 888 catalyst types from USPTO. Predict which catalyst facilitates the given reaction. (1) Reactant: [C:1]([O:5][C:6](=[O:22])[NH:7][C@H:8]([CH2:13][C:14]1[CH:19]=[C:18]([F:20])[CH:17]=[CH:16][C:15]=1[F:21])[C@@H:9]([OH:12])[CH2:10]Cl)([CH3:4])([CH3:3])[CH3:2].[OH-].[K+]. Product: [C:1]([O:5][C:6](=[O:22])[NH:7][C@@H:8]([C@@H:9]1[CH2:10][O:12]1)[CH2:13][C:14]1[CH:19]=[C:18]([F:20])[CH:17]=[CH:16][C:15]=1[F:21])([CH3:4])([CH3:3])[CH3:2]. The catalyst class is: 8. (2) Reactant: [H-].[Na+].[C:3]([O:10][C:11]([CH3:14])([CH3:13])[CH3:12])(=[O:9])[CH2:4][C:5]([O:7][CH3:8])=[O:6].[Br:15][C:16]1[CH:21]=[C:20](F)[CH:19]=[CH:18][C:17]=1[N+:23]([O-:25])=[O:24]. Product: [CH3:8][O:7][C:5](=[O:6])[CH:4]([C:20]1[CH:19]=[CH:18][C:17]([N+:23]([O-:25])=[O:24])=[C:16]([Br:15])[CH:21]=1)[C:3]([O:10][C:11]([CH3:14])([CH3:13])[CH3:12])=[O:9]. The catalyst class is: 9. (3) Reactant: [Si:1]([O:8][C:9]1[CH:10]=[C:11]2[C:16](=[CH:17][CH:18]=1)[CH:15]=[C:14]([CH2:19][CH2:20][CH2:21][CH2:22][NH2:23])[CH:13]=[CH:12]2)([C:4]([CH3:7])([CH3:6])[CH3:5])([CH3:3])[CH3:2].[NH2:24][C:25]1[C:26]([C:33]([NH:35][C:36](SC)=[NH:37])=[O:34])=[N:27][C:28]([Cl:32])=[C:29]([NH2:31])[N:30]=1.C(N(C(C)C)CC)(C)C. Product: [NH2:24][C:25]1[C:26]([C:33]([NH:35][C:36](=[NH:37])[NH:23][CH2:22][CH2:21][CH2:20][CH2:19][C:14]2[CH:13]=[CH:12][C:11]3[C:16](=[CH:17][CH:18]=[C:9]([O:8][Si:1]([C:4]([CH3:7])([CH3:6])[CH3:5])([CH3:3])[CH3:2])[CH:10]=3)[CH:15]=2)=[O:34])=[N:27][C:28]([Cl:32])=[C:29]([NH2:31])[N:30]=1. The catalyst class is: 14. (4) Reactant: [CH2:1]([N:8]1[CH2:13][CH2:12][CH:11]([NH:14][C:15]2[N:20]=[CH:19][C:18](/[CH:21]=[CH:22]/[C:23]([O:25]CC)=[O:24])=[CH:17][CH:16]=2)[CH2:10][CH2:9]1)[C:2]1[CH:7]=[CH:6][CH:5]=[CH:4][CH:3]=1.[OH-].[Na+]. Product: [CH2:1]([N:8]1[CH2:13][CH2:12][CH:11]([NH:14][C:15]2[N:20]=[CH:19][C:18](/[CH:21]=[CH:22]/[C:23]([OH:25])=[O:24])=[CH:17][CH:16]=2)[CH2:10][CH2:9]1)[C:2]1[CH:3]=[CH:4][CH:5]=[CH:6][CH:7]=1. The catalyst class is: 5. (5) Reactant: [N:1]([C@@H:4]1[CH2:13][C:12]2[C:7](=[CH:8][CH:9]=[CH:10][CH:11]=2)[CH2:6][C@H:5]1[OH:14])=[N+:2]=[N-:3].[H-].[Na+].Br[CH2:18][C:19]([O:21][C:22]([CH3:25])([CH3:24])[CH3:23])=[O:20]. Product: [N:1]([C@@H:4]1[CH2:13][C:12]2[C:7](=[CH:8][CH:9]=[CH:10][CH:11]=2)[CH2:6][C@H:5]1[O:14][CH2:18][C:19]([O:21][C:22]([CH3:25])([CH3:24])[CH3:23])=[O:20])=[N+:2]=[N-:3]. The catalyst class is: 7. (6) Reactant: [Br:1][C:2]1[CH:11]=[CH:10][C:5]2[C:6]([CH3:9])=[CH:7][S:8][C:4]=2[CH:3]=1.BrN1C(=[O:18])CCC1=O. Product: [Br:1][C:2]1[CH:11]=[CH:10][C:5]2[C:6]([CH:9]=[O:18])=[CH:7][S:8][C:4]=2[CH:3]=1. The catalyst class is: 53.